This data is from Full USPTO retrosynthesis dataset with 1.9M reactions from patents (1976-2016). The task is: Predict the reactants needed to synthesize the given product. (1) The reactants are: [Cl:1][C:2]1[CH:11]=[C:10]2[C:5]([CH:6]=[N:7][C:8](O)=[N:9]2)=[CH:4][CH:3]=1.O=P(Cl)(Cl)[Cl:15]. Given the product [Cl:15][C:8]1[N:7]=[CH:6][C:5]2[C:10](=[CH:11][C:2]([Cl:1])=[CH:3][CH:4]=2)[N:9]=1, predict the reactants needed to synthesize it. (2) Given the product [CH3:39][N:9]1[CH:10]=[C:11]([NH:12][C:13]([C:15]2[N:16]=[C:17]([C:20]3[CH:25]=[CH:24][N:23]=[C:22]([NH:26][CH2:34][C:35]([F:36])([F:37])[F:38])[CH:21]=3)[O:18][CH:19]=2)=[O:14])[C:7]([N:5]2[CH2:6][C@@H:2]([NH:1][CH3:41])[CH2:3][C:4]2=[O:40])=[N:8]1, predict the reactants needed to synthesize it. The reactants are: [NH2:1][C@@H:2]1[CH2:6][N:5]([C:7]2[C:11]([NH:12][C:13]([C:15]3[N:16]=[C:17]([C:20]4[CH:25]=[CH:24][N:23]=[C:22]([N:26]([CH2:34][C:35]([F:38])([F:37])[F:36])C(=O)OC(C)(C)C)[CH:21]=4)[O:18][CH:19]=3)=[O:14])=[CH:10][N:9]([CH3:39])[N:8]=2)[C:4](=[O:40])[CH2:3]1.[CH2:41]=O.[BH4-].[Na+].CO. (3) Given the product [Br:1][C:2]1[CH:7]=[C:6]([F:8])[CH:5]=[CH:4][C:3]=1[C@@H:9]1[C:14]([C:15]([O:17][C@H:18]([CH3:25])[C:19]([O:21][CH:22]([CH3:24])[CH3:23])=[O:20])=[O:16])=[C:13]([CH2:26][Br:39])[NH:12][C:11]([C:27]2[S:28][CH:29]=[CH:30][N:31]=2)=[N:10]1, predict the reactants needed to synthesize it. The reactants are: [Br:1][C:2]1[CH:7]=[C:6]([F:8])[CH:5]=[CH:4][C:3]=1[C@@H:9]1[C:14]([C:15]([O:17][C@H:18]([CH3:25])[C:19]([O:21][CH:22]([CH3:24])[CH3:23])=[O:20])=[O:16])=[C:13]([CH3:26])[NH:12][C:11]([C:27]2[S:28][CH:29]=[CH:30][N:31]=2)=[N:10]1.C1C(=O)N([Br:39])C(=O)C1.